This data is from Forward reaction prediction with 1.9M reactions from USPTO patents (1976-2016). The task is: Predict the product of the given reaction. (1) Given the reactants [Br:1][C:2]1[CH:7]=[CH:6][C:5]([CH:8]([C:14]2[CH:19]=[CH:18][C:17]([Cl:20])=[CH:16][CH:15]=2)[CH2:9][C:10]([NH:12][CH3:13])=O)=[CH:4][CH:3]=1.[H-].[Al+3].[Li+].[H-].[H-].[H-].[Cl-].[Al+3].[Cl-].[Cl-], predict the reaction product. The product is: [Br:1][C:2]1[CH:7]=[CH:6][C:5]([CH:8]([C:14]2[CH:15]=[CH:16][C:17]([Cl:20])=[CH:18][CH:19]=2)[CH2:9][CH2:10][NH:12][CH3:13])=[CH:4][CH:3]=1. (2) Given the reactants C(=O)([O-])[O-].[K+].[K+].I[CH2:8][CH2:9][CH2:10][CH2:11][C:12]1[CH:36]=[CH:35][C:15]([O:16][CH2:17][C:18]2[N:19]=[C:20](/[CH:23]=[CH:24]/[C:25]3[CH:30]=[CH:29][C:28]([C:31]([F:34])([F:33])[F:32])=[CH:27][CH:26]=3)[O:21][CH:22]=2)=[CH:14][CH:13]=1.[NH:37]1[CH:41]=[C:40]([C:42]([O:44][CH2:45][CH3:46])=[O:43])[N:39]=[N:38]1.O, predict the reaction product. The product is: [F:32][C:31]([F:34])([F:33])[C:28]1[CH:29]=[CH:30][C:25](/[CH:24]=[CH:23]/[C:20]2[O:21][CH:22]=[C:18]([CH2:17][O:16][C:15]3[CH:35]=[CH:36][C:12]([CH2:11][CH2:10][CH2:9][CH2:8][N:37]4[CH:41]=[C:40]([C:42]([O:44][CH2:45][CH3:46])=[O:43])[N:39]=[N:38]4)=[CH:13][CH:14]=3)[N:19]=2)=[CH:26][CH:27]=1. (3) Given the reactants [NH2:1][C:2]1[S:3][C:4]([C:11]2[CH:16]=[CH:15][C:14]([F:17])=[CH:13][CH:12]=2)=[CH:5][C:6]=1[C:7]([O:9][CH3:10])=[O:8].[O:18]1[CH2:23][CH2:22][C:21](=O)[CH2:20][CH2:19]1.C(O[BH-](OC(=O)C)OC(=O)C)(=O)C.[Na+].C(=O)([O-])[O-].[Na+].[Na+], predict the reaction product. The product is: [F:17][C:14]1[CH:15]=[CH:16][C:11]([C:4]2[S:3][C:2]([NH:1][CH:21]3[CH2:22][CH2:23][O:18][CH2:19][CH2:20]3)=[C:6]([C:7]([O:9][CH3:10])=[O:8])[CH:5]=2)=[CH:12][CH:13]=1.